This data is from Peptide-MHC class II binding affinity with 134,281 pairs from IEDB. The task is: Regression. Given a peptide amino acid sequence and an MHC pseudo amino acid sequence, predict their binding affinity value. This is MHC class II binding data. The binding affinity (normalized) is 0.802. The peptide sequence is YDKFLANVSTQLTGK. The MHC is DRB1_0802 with pseudo-sequence DRB1_0802.